From a dataset of NCI-60 drug combinations with 297,098 pairs across 59 cell lines. Regression. Given two drug SMILES strings and cell line genomic features, predict the synergy score measuring deviation from expected non-interaction effect. Drug 1: CC1C(C(CC(O1)OC2CC(OC(C2O)C)OC3=CC4=CC5=C(C(=O)C(C(C5)C(C(=O)C(C(C)O)O)OC)OC6CC(C(C(O6)C)O)OC7CC(C(C(O7)C)O)OC8CC(C(C(O8)C)O)(C)O)C(=C4C(=C3C)O)O)O)O. Drug 2: C(CC(=O)O)C(=O)CN.Cl. Cell line: NCI-H460. Synergy scores: CSS=17.2, Synergy_ZIP=-1.40, Synergy_Bliss=-1.41, Synergy_Loewe=-30.6, Synergy_HSA=-1.91.